Dataset: Catalyst prediction with 721,799 reactions and 888 catalyst types from USPTO. Task: Predict which catalyst facilitates the given reaction. Reactant: [Br:1][C:2]1[C:7]([O:8][CH3:9])=[CH:6][CH:5]=[CH:4][N:3]=1.[N+:10]([O-])([OH:12])=[O:11]. Product: [Br:1][C:2]1[C:7]([O:8][CH3:9])=[CH:6][CH:5]=[C:4]([N+:10]([O-:12])=[O:11])[N:3]=1. The catalyst class is: 82.